From a dataset of Forward reaction prediction with 1.9M reactions from USPTO patents (1976-2016). Predict the product of the given reaction. Given the reactants [ClH:1].[CH3:2][C:3]1[NH:18][C:6]2[N:7]=[C:8]([C:12]3[CH:17]=[CH:16][CH:15]=[CH:14][CH:13]=3)[N:9]=[C:10](O)[C:5]=2[CH:4]=1.P(Cl)(Cl)([Cl:21])=O, predict the reaction product. The product is: [ClH:21].[Cl:1][C:10]1[C:5]2[CH:4]=[C:3]([CH3:2])[NH:18][C:6]=2[N:7]=[C:8]([C:12]2[CH:17]=[CH:16][CH:15]=[CH:14][CH:13]=2)[N:9]=1.